Predict the reaction yield, written as a fraction of the theoretical maximum amount of product (1.0 means a 100% yield; for example, 0.34 means a 34% yield). From a dataset of Reaction yield outcomes from USPTO patents with 853,638 reactions. The reactants are CCN=C=NCCCN(C)C.C1C=CC2N(O)N=NC=2C=1.[CH:22]([C:25]1[CH:31]=[CH:30][CH:29]=[C:28]([CH:32]([CH3:34])[CH3:33])[C:26]=1[NH2:27])([CH3:24])[CH3:23].[Br:35][CH2:36][CH2:37][CH2:38][CH2:39][CH2:40][CH2:41][CH2:42][C:43](O)=[O:44]. The catalyst is CN(C=O)C. The product is [Br:35][CH2:36][CH2:37][CH2:38][CH2:39][CH2:40][CH2:41][CH2:42][C:43]([NH:27][C:26]1[C:25]([CH:22]([CH3:24])[CH3:23])=[CH:31][CH:30]=[CH:29][C:28]=1[CH:32]([CH3:34])[CH3:33])=[O:44]. The yield is 0.380.